This data is from Forward reaction prediction with 1.9M reactions from USPTO patents (1976-2016). The task is: Predict the product of the given reaction. The product is: [Br:1][C:2]1[C:3]2[O:11][CH2:15][CH2:14][CH2:13][O:5][C:4]=2[C:6]([O:9][CH3:10])=[CH:7][CH:8]=1. Given the reactants [Br:1][C:2]1[CH:8]=[CH:7][C:6]([O:9][CH3:10])=[C:4]([OH:5])[C:3]=1[OH:11].Br[CH2:13][CH2:14][CH2:15]Br.[F-].[K+].O, predict the reaction product.